This data is from CYP2C19 inhibition data for predicting drug metabolism from PubChem BioAssay. The task is: Regression/Classification. Given a drug SMILES string, predict its absorption, distribution, metabolism, or excretion properties. Task type varies by dataset: regression for continuous measurements (e.g., permeability, clearance, half-life) or binary classification for categorical outcomes (e.g., BBB penetration, CYP inhibition). Dataset: cyp2c19_veith. (1) The compound is Cc1cc(C2C(C#N)=C(N)OC3=C2C(=O)CC(C)(C)C3)c(C)s1. The result is 1 (inhibitor). (2) The drug is CCn1c(CNC(=O)COc2ccc(C(C)C)cc2)nnc1SCC(=O)Nc1cc(F)ccc1C. The result is 1 (inhibitor). (3) The result is 1 (inhibitor). The drug is OCCN1CCN(C(=S)c2ccc(Br)cc2)CC1.